Dataset: Full USPTO retrosynthesis dataset with 1.9M reactions from patents (1976-2016). Task: Predict the reactants needed to synthesize the given product. (1) Given the product [C:13]1([C@H:11]([N:10]2[C:4]3[C:5](=[N:6][CH:7]=[C:2]([C:47]4[CH:46]=[CH:45][CH:50]=[C:31]5[C:30]=4[CH:29]=[CH:28][CH:33]=[N:32]5)[CH:3]=3)[NH:8][C:9]2=[O:19])[CH3:12])[CH:14]=[CH:15][CH:16]=[CH:17][CH:18]=1, predict the reactants needed to synthesize it. The reactants are: Br[C:2]1[CH:3]=[C:4]2[N:10]([C@@H:11]([C:13]3[CH:18]=[CH:17][CH:16]=[CH:15][CH:14]=3)[CH3:12])[C:9](=[O:19])[N:8](C(OC(C)(C)C)=O)[C:5]2=[N:6][CH:7]=1.Br[C:28]1[CH:29]=[C:30]2NC(=O)N(C(OC(C)(C)C)=O)[C:31]2=[N:32][CH:33]=1.[C:45]1([C@@H](O)C)[CH:50]=CC=[CH:47][CH:46]=1.C1(P(C2C=CC=CC=2)C2C=CC=CC=2)C=CC=CC=1.N(C(OC(C)C)=O)=NC(OC(C)C)=O. (2) The reactants are: [H-].[Al+3].[Li+].[H-].[H-].[H-].C[O:8][C:9]([C@H:11]1[CH2:16][CH2:15][C@H:14]([NH:17][CH2:18][C:19]2[CH:28]=[CH:27][C:22]3[O:23][CH2:24][CH2:25][O:26][C:21]=3[CH:20]=2)[CH2:13][CH2:12]1)=O. Given the product [O:23]1[C:22]2[CH:27]=[CH:28][C:19]([CH2:18][NH:17][C@H:14]3[CH2:15][CH2:16][C@H:11]([CH2:9][OH:8])[CH2:12][CH2:13]3)=[CH:20][C:21]=2[O:26][CH2:25][CH2:24]1, predict the reactants needed to synthesize it.